From a dataset of Forward reaction prediction with 1.9M reactions from USPTO patents (1976-2016). Predict the product of the given reaction. (1) Given the reactants [Cl:1][C:2]1[CH:3]=[C:4]2[C:9](=[CH:10][C:11]=1[O:12][CH3:13])[NH:8][C:7](=[O:14])[C:6]([C@H:15]([NH:17][S@@](C(C)(C)C)=O)[CH3:16])=[CH:5]2.Cl, predict the reaction product. The product is: [ClH:1].[NH2:17][C@@H:15]([C:6]1[C:7](=[O:14])[NH:8][C:9]2[C:4]([CH:5]=1)=[CH:3][C:2]([Cl:1])=[C:11]([O:12][CH3:13])[CH:10]=2)[CH3:16]. (2) Given the reactants [NH:1]1[C:9]2[C:4](=[CH:5][C:6]([NH:10][C:11]3[CH:16]=[CH:15][N:14]=[C:13]([C:17]4[CH:18]=[C:19]([CH:24]=[CH:25][CH:26]=4)[C:20]([O:22]C)=[O:21])[N:12]=3)=[CH:7][CH:8]=2)[CH:3]=[N:2]1.[OH-].[Na+], predict the reaction product. The product is: [NH:1]1[C:9]2[C:4](=[CH:5][C:6]([NH:10][C:11]3[CH:16]=[CH:15][N:14]=[C:13]([C:17]4[CH:18]=[C:19]([CH:24]=[CH:25][CH:26]=4)[C:20]([OH:22])=[O:21])[N:12]=3)=[CH:7][CH:8]=2)[CH:3]=[N:2]1. (3) Given the reactants [N+:1]([C:4]1[CH:9]=[CH:8][CH:7]=[CH:6][C:5]=1[C:10]1[S:14][C:13]([NH2:15])=[N:12][CH:11]=1)([O-:3])=[O:2].Br[CH2:17][C:18](=O)[C:19]([O:21][CH2:22][CH3:23])=[O:20], predict the reaction product. The product is: [CH2:22]([O:21][C:19]([C:18]1[N:15]=[C:13]2[N:12]([CH:17]=1)[CH:11]=[C:10]([C:5]1[CH:6]=[CH:7][CH:8]=[CH:9][C:4]=1[N+:1]([O-:3])=[O:2])[S:14]2)=[O:20])[CH3:23]. (4) The product is: [CH:26]1([C:29]([NH:31][C:2]2[N:7]=[C:6]([C:8]([NH:10][CH:11]([C:15]3[CH:20]=[CH:19][C:18]([O:21][C:22]([F:25])([F:24])[F:23])=[CH:17][CH:16]=3)[CH2:12][O:13][CH3:14])=[O:9])[CH:5]=[CH:4][N:3]=2)=[O:30])[CH2:28][CH2:27]1. Given the reactants Cl[C:2]1[N:7]=[C:6]([C:8]([NH:10][CH:11]([C:15]2[CH:20]=[CH:19][C:18]([O:21][C:22]([F:25])([F:24])[F:23])=[CH:17][CH:16]=2)[CH2:12][O:13][CH3:14])=[O:9])[CH:5]=[CH:4][N:3]=1.[CH:26]1([C:29]([NH2:31])=[O:30])[CH2:28][CH2:27]1.C1(P(C2C=CC=CC=2)C2C3OC4C(=CC=CC=4P(C4C=CC=CC=4)C4C=CC=CC=4)C(C)(C)C=3C=CC=2)C=CC=CC=1.C(=O)([O-])[O-].[Cs+].[Cs+], predict the reaction product. (5) Given the reactants [OH:1][C:2]1[C:7]([C:8]([F:11])([F:10])[F:9])=[CH:6][C:5]([N+:12]([O-:14])=[O:13])=[CH:4][N:3]=1.[CH3:15][N:16]([C:20]1[CH:25]=[CH:24][CH:23]=[CH:22][CH:21]=1)[C:17](Cl)=[O:18].N12CCN(CC1)CC2, predict the reaction product. The product is: [N+:12]([C:5]1[CH:6]=[C:7]([C:8]([F:11])([F:9])[F:10])[C:2]([O:1][C:17](=[O:18])[N:16]([CH3:15])[C:20]2[CH:25]=[CH:24][CH:23]=[CH:22][CH:21]=2)=[N:3][CH:4]=1)([O-:14])=[O:13]. (6) Given the reactants [C:1]([N:8]1[CH2:13][CH2:12][NH:11][CH2:10][CH2:9]1)([O:3][C:4]([CH3:7])([CH3:6])[CH3:5])=[O:2].[OH-].[Na+].[C:16](Cl)(=[O:23])[C:17]1[CH:22]=[CH:21][CH:20]=[CH:19][CH:18]=1, predict the reaction product. The product is: [C:16]([N:11]1[CH2:10][CH2:9][N:8]([C:1]([O:3][C:4]([CH3:7])([CH3:6])[CH3:5])=[O:2])[CH2:13][CH2:12]1)(=[O:23])[C:17]1[CH:22]=[CH:21][CH:20]=[CH:19][CH:18]=1.